Dataset: Reaction yield outcomes from USPTO patents with 853,638 reactions. Task: Predict the reaction yield, written as a fraction of the theoretical maximum amount of product (1.0 means a 100% yield; for example, 0.34 means a 34% yield). (1) The reactants are [ClH:1].[CH2:2]([C:7]1[N:8]=[C:9]([NH2:12])[NH:10][CH:11]=1)[CH2:3][CH2:4][C:5]#[CH:6].[N:13]([CH2:16][C:17]([CH3:25])=[CH:18][C:19]1[CH:24]=[CH:23][CH:22]=[CH:21][CH:20]=1)=[N+:14]=[N-:15]. No catalyst specified. The product is [ClH:1].[CH3:25][C:17](=[CH:18][C:19]1[CH:24]=[CH:23][CH:22]=[CH:21][CH:20]=1)[CH2:16][N:13]1[CH:6]=[C:5]([CH2:4][CH2:3][CH2:2][C:7]2[NH:8][C:9]([NH2:12])=[N:10][CH:11]=2)[N:15]=[N:14]1. The yield is 0.410. (2) The reactants are Br[C:2]1[CH:7]=[CH:6][C:5]([C:8]2[C:9](=[O:19])[O:10][C:11]3[C:16]([CH:17]=2)=[CH:15][CH:14]=[C:13](I)[CH:12]=3)=[CH:4][CH:3]=1.[C:20]1([CH3:34])[CH:25]=[CH:24][CH:23]=[C:22]([NH:26][C:27]2[CH:28]=[C:29]([CH3:33])[CH:30]=[CH:31][CH:32]=2)[CH:21]=1.[CH3:35][C:36]([O-])([CH3:38])[CH3:37].[K+].[H][H]. The catalyst is C1C=CC(/C=C/C(/C=C/C2C=CC=CC=2)=O)=CC=1.C1C=CC(/C=C/C(/C=C/C2C=CC=CC=2)=O)=CC=1.C1C=CC(/C=C/C(/C=C/C2C=CC=CC=2)=O)=CC=1.[Pd].[Pd].P(C(C)(C)C)(C(C)(C)C)C(C)(C)C.CO.C1(C)C=CC=CC=1. The product is [C:29]1([CH3:33])[CH:30]=[CH:31][CH:32]=[C:27]([N:26]([C:22]2[CH:21]=[C:20]([CH3:34])[CH:25]=[CH:24][CH:23]=2)[C:13]2[CH:12]=[C:11]3[C:16]([CH:17]=[C:8]([C:5]4[CH:6]=[CH:7][C:2]([N:26]([C:22]5[CH:21]=[C:20]([CH3:34])[CH:25]=[CH:24][CH:23]=5)[C:27]5[CH:35]=[C:36]([CH3:38])[CH:37]=[CH:31][CH:32]=5)=[CH:3][CH:4]=4)[C:9](=[O:19])[O:10]3)=[CH:15][CH:14]=2)[CH:28]=1. The yield is 0.590. (3) The reactants are C[O:2][C:3]([C:5]1[S:9][C:8]2[CH:10]=[CH:11][C:12]([NH:14][C:15]([C@@H:17]3[NH:21][C@@H:20]([CH2:22][C:23]([CH3:26])([CH3:25])[CH3:24])[C@:19]4([C:34]5[C:29](=[CH:30][C:31]([Cl:35])=[CH:32][CH:33]=5)[NH:28][C:27]4=[O:36])[C@H:18]3[C:37]3[CH:42]=[CH:41][CH:40]=[C:39]([Cl:43])[C:38]=3[F:44])=[O:16])=[CH:13][C:7]=2[CH:6]=1)=[O:4].Cl. The catalyst is C1COCC1.O.C(OCC)(=O)C. The product is [Cl:35][C:31]1[CH:30]=[C:29]2[NH:28][C:27](=[O:36])[C@:19]3([C@@H:18]([C:37]4[CH:42]=[CH:41][CH:40]=[C:39]([Cl:43])[C:38]=4[F:44])[C@H:17]([C:15]([NH:14][C:12]4[CH:11]=[CH:10][C:8]5[S:9][C:5]([C:3]([OH:4])=[O:2])=[CH:6][C:7]=5[CH:13]=4)=[O:16])[NH:21][C@H:20]3[CH2:22][C:23]([CH3:25])([CH3:24])[CH3:26])[C:34]2=[CH:33][CH:32]=1. The yield is 1.00. (4) The reactants are C[N:2]([CH3:19])/[CH:3]=[C:4](/[C:10](=[O:18])[C:11]1[C:16](F)=[CH:15][CH:14]=[CH:13][N:12]=1)\[C:5]([O:7][CH2:8][CH3:9])=[O:6].P([O-])([O-])([O-])=O.[K+].[K+].[K+].[F:28][C:29]([F:45])([F:44])[C:30]1[CH:31]=[C:32]([C:36]2[CH:41]=[CH:40][CH:39]=[CH:38][C:37]=2CN)[CH:33]=[CH:34][CH:35]=1.O. The catalyst is CC(N(C)C)=O. The product is [O:18]=[C:10]1[C:11]2[C:16](=[CH:15][CH:14]=[CH:13][N:12]=2)[N:2]([CH2:19][C:37]2[CH:38]=[CH:39][CH:40]=[CH:41][C:36]=2[C:32]2[CH:33]=[CH:34][CH:35]=[C:30]([C:29]([F:28])([F:45])[F:44])[CH:31]=2)[CH:3]=[C:4]1[C:5]([O:7][CH2:8][CH3:9])=[O:6]. The yield is 0.370. (5) The reactants are C([N-]C(C)C)(C)C.[Li+].[Br:9][C:10]1[C:19]2[C:14](=[CH:15][CH:16]=[CH:17][CH:18]=2)[C:13]([C:20](=[O:22])[CH3:21])=[CH:12][CH:11]=1.[Cl:23][C:24]1[CH:25]=[C:26]([C:31](=[O:36])[C:32]([F:35])([F:34])[F:33])[CH:27]=[C:28]([Cl:30])[CH:29]=1.Cl. The catalyst is O1CCCC1. The product is [Br:9][C:10]1[C:19]2[C:14](=[CH:15][CH:16]=[CH:17][CH:18]=2)[C:13]([C:20](=[O:22])[CH2:21][C:31]([C:26]2[CH:27]=[C:28]([Cl:30])[CH:29]=[C:24]([Cl:23])[CH:25]=2)([OH:36])[C:32]([F:35])([F:34])[F:33])=[CH:12][CH:11]=1. The yield is 0.400.